From a dataset of Full USPTO retrosynthesis dataset with 1.9M reactions from patents (1976-2016). Predict the reactants needed to synthesize the given product. (1) Given the product [Cl:16][C:8]1[C:4]([CH2:3][O:2][CH3:1])=[N:5][NH:6][CH:7]=1, predict the reactants needed to synthesize it. The reactants are: [CH3:1][O:2][CH2:3][C:4]1[CH:8]=[CH:7][NH:6][N:5]=1.C1C(=O)N([Cl:16])C(=O)C1. (2) Given the product [NH2:11][CH:12]([C:14]1[C:15]([O:35][CH3:36])=[C:16]([CH:22]2[CH2:27][CH2:26][N:25]([C:28]([O:30][C:31]([CH3:33])([CH3:32])[CH3:34])=[O:29])[CH2:24][CH2:23]2)[C:17]([CH3:21])=[C:18]([Cl:20])[CH:19]=1)[CH3:13], predict the reactants needed to synthesize it. The reactants are: C(OC([NH:11][CH:12]([C:14]1[C:15]([O:35][CH3:36])=[C:16]([C:22]2[CH2:23][CH2:24][N:25]([C:28]([O:30][C:31]([CH3:34])([CH3:33])[CH3:32])=[O:29])[CH2:26][CH:27]=2)[C:17]([CH3:21])=[C:18]([Cl:20])[CH:19]=1)[CH3:13])=O)C1C=CC=CC=1.Cl.O.[H][H].N.